From a dataset of Catalyst prediction with 721,799 reactions and 888 catalyst types from USPTO. Predict which catalyst facilitates the given reaction. (1) Reactant: [CH2:1]([OH:11])[CH2:2][CH2:3]/[CH:4]=[CH:5]\[CH2:6][CH2:7][CH2:8][CH2:9][CH3:10].C(N(CC)CC)C.[CH3:19][S:20](Cl)(=[O:22])=[O:21]. Product: [CH3:19][S:20]([O:11][CH2:1][CH2:2][CH2:3]/[CH:4]=[CH:5]\[CH2:6][CH2:7][CH2:8][CH2:9][CH3:10])(=[O:22])=[O:21]. The catalyst class is: 4. (2) Reactant: C([C@H]1COC(=O)N1C([C@H:16]1[C@H:20]([C:21]2[CH:26]=[CH:25][C:24]([Cl:27])=[CH:23][CH:22]=2)[CH2:19][N:18]([CH2:28][C:29]2[CH:34]=[CH:33][CH:32]=[CH:31][CH:30]=2)[CH2:17]1)=O)C1C=CC=CC=1.[C:35](=O)([O:38]C)[O:36][CH3:37].C[O-].[Na+]. Product: [CH2:28]([N:18]1[CH2:19][C@@H:20]([C:21]2[CH:22]=[CH:23][C:24]([Cl:27])=[CH:25][CH:26]=2)[C@H:16]([C:35]([O:36][CH3:37])=[O:38])[CH2:17]1)[C:29]1[CH:34]=[CH:33][CH:32]=[CH:31][CH:30]=1. The catalyst class is: 4. (3) Reactant: C([O:3][C:4](=[O:35])[C:5]([O:8][C:9]1[CH:14]=[CH:13][C:12]([O:15][CH2:16][CH2:17][C:18]2[N:19]=[C:20]([C:24]3[CH:29]=[CH:28][C:27]([C:30]4[S:31][CH:32]=[CH:33][CH:34]=4)=[CH:26][CH:25]=3)[O:21][C:22]=2[CH3:23])=[CH:11][CH:10]=1)([CH3:7])[CH3:6])C.[OH-].[Li+].C(O)C.Cl. Product: [S:31]1[CH:32]=[CH:33][CH:34]=[C:30]1[C:27]1[CH:26]=[CH:25][C:24]([C:20]2[O:21][C:22]([CH3:23])=[C:18]([CH2:17][CH2:16][O:15][C:12]3[CH:11]=[CH:10][C:9]([O:8][C:5]([CH3:7])([CH3:6])[C:4]([OH:35])=[O:3])=[CH:14][CH:13]=3)[N:19]=2)=[CH:29][CH:28]=1. The catalyst class is: 6. (4) Reactant: [Br:1][C:2]1[CH:3]=[CH:4][C:5]([OH:18])=[C:6]([C:8](=[O:17])[CH2:9][C:10]2[CH:15]=[CH:14][CH:13]=[CH:12][C:11]=2[F:16])[CH:7]=1.[C:19](O[C:19](=O)[CH2:20][CH2:21][CH3:22])(=O)[CH2:20][CH2:21][CH3:22].Cl. Product: [Br:1][C:2]1[CH:7]=[C:6]2[C:5](=[CH:4][CH:3]=1)[O:18][C:19]([CH2:20][CH2:21][CH3:22])=[C:9]([C:10]1[CH:15]=[CH:14][CH:13]=[CH:12][C:11]=1[F:16])[C:8]2=[O:17]. The catalyst class is: 66. (5) Reactant: [CH2:1]([C:8]1[C:9]([C:21]2[CH:26]=[CH:25][CH:24]=[C:23]([C:27]([F:30])([F:29])[F:28])[CH:22]=2)=[C:10]2[S:17][CH2:16][C@@H:15]([C:18]([NH2:20])=[O:19])[N:11]2[C:12](=[O:14])[CH:13]=1)[CH2:2][CH2:3][CH2:4][CH2:5][CH2:6][CH3:7].[C:31]1([S:37](N)(=[O:39])=[O:38])[CH:36]=[CH:35][CH:34]=[CH:33][CH:32]=1. Product: [CH2:1]([C:8]1[C:9]([C:21]2[CH:26]=[CH:25][CH:24]=[C:23]([C:27]([F:30])([F:29])[F:28])[CH:22]=2)=[C:10]2[S:17][CH2:16][C@@H:15]([C:18]([NH:20][S:37]([C:31]3[CH:36]=[CH:35][CH:34]=[CH:33][CH:32]=3)(=[O:39])=[O:38])=[O:19])[N:11]2[C:12](=[O:14])[CH:13]=1)[CH2:2][CH2:3][CH2:4][CH2:5][CH2:6][CH3:7]. The catalyst class is: 2. (6) Reactant: COC1C=CC([C@H]([N:11]2[C@H:25]3[C@@H:15]([CH2:16][CH2:17][CH2:18][C:19]4[C:20]3=[N:21][CH:22]=[CH:23][CH:24]=4)[CH2:14][CH2:13][CH2:12]2)C)=CC=1.FC(F)(F)C(O)=O. Product: [NH:21]1[C@H:20]2[C@@H:19]([CH2:18][CH2:17][CH2:16][C:15]3[C:25]2=[N:11][CH:12]=[CH:13][CH:14]=3)[CH2:24][CH2:23][CH2:22]1. The catalyst class is: 4.